From a dataset of Catalyst prediction with 721,799 reactions and 888 catalyst types from USPTO. Predict which catalyst facilitates the given reaction. (1) Reactant: CN(C)CCCN(C)C.[CH3:10][C:11]1[CH:16]=[C:15]([CH3:17])[CH:14]=[C:13]([CH3:18])[C:12]=1[S:19](Cl)(=[O:21])=[O:20].[NH2:23][C:24]1[N:29]=[C:28]([OH:30])[C:27]([CH2:31][C:32]2[CH:37]=[CH:36][C:35]([O:38][CH2:39][CH2:40][CH2:41][O:42][Si:43]([C:46]([CH3:49])([CH3:48])[CH3:47])([CH3:45])[CH3:44])=[CH:34][C:33]=2[O:50][CH3:51])=[C:26]([CH3:52])[N:25]=1.Cl. Product: [CH3:10][C:11]1[CH:16]=[C:15]([CH3:17])[CH:14]=[C:13]([CH3:18])[C:12]=1[S:19]([O:30][C:28]1[C:27]([CH2:31][C:32]2[CH:37]=[CH:36][C:35]([O:38][CH2:39][CH2:40][CH2:41][O:42][Si:43]([C:46]([CH3:47])([CH3:48])[CH3:49])([CH3:45])[CH3:44])=[CH:34][C:33]=2[O:50][CH3:51])=[C:26]([CH3:52])[N:25]=[C:24]([NH2:23])[N:29]=1)(=[O:20])=[O:21]. The catalyst class is: 1. (2) Reactant: [NH2:1][C:2]1[CH:6]=[C:5]([C:7]([CH3:10])([CH3:9])[CH3:8])[NH:4][N:3]=1.CC[O:13][C:14]([CH:16]([C:20]([CH3:22])=O)[C:17]([CH3:19])=O)=[O:15]. Product: [C:7]([C:5]1[CH:6]=[C:2]2[N:1]=[C:17]([CH3:19])[C:16]([C:14]([OH:15])=[O:13])=[C:20]([CH3:22])[N:3]2[N:4]=1)([CH3:10])([CH3:9])[CH3:8]. The catalyst class is: 15. (3) Reactant: [NH2:1][C:2]1[CH:12]=[CH:11][C:10]([C:13]2[N:14]([C:24]([O:26][C:27]([CH3:30])([CH3:29])[CH3:28])=[O:25])[C:15]3[C:20]([CH:21]=2)=[CH:19][C:18]([CH:22]=O)=[CH:17][CH:16]=3)=[C:4]2[C:5]([NH:7][C:8](=[O:9])[C:3]=12)=[O:6].[OH:31][CH2:32][CH2:33][N:34]1[CH2:39][CH2:38][NH:37][CH2:36][CH2:35]1.C(O)(=O)C.C(O[BH-](OC(=O)C)OC(=O)C)(=O)C.[Na+].C(=O)([O-])[O-].[Na+].[Na+]. Product: [NH2:1][C:2]1[CH:12]=[CH:11][C:10]([C:13]2[N:14]([C:24]([O:26][C:27]([CH3:30])([CH3:29])[CH3:28])=[O:25])[C:15]3[C:20]([CH:21]=2)=[CH:19][C:18]([CH2:22][N:37]2[CH2:38][CH2:39][N:34]([CH2:33][CH2:32][OH:31])[CH2:35][CH2:36]2)=[CH:17][CH:16]=3)=[C:4]2[C:5]([NH:7][C:8](=[O:9])[C:3]=12)=[O:6]. The catalyst class is: 47. (4) Reactant: C(=O)([O-])[O-].[K+].[K+].FC(F)(F)C(O)=O.[NH:14]1[CH2:17][CH2:16][CH:15]1[CH2:18][N:19]([C:27]([O:29][CH2:30][C:31]1[CH:36]=[CH:35][CH:34]=[CH:33][CH:32]=1)=[O:28])[CH:20]([CH2:25][CH3:26])[C:21](OC)=[O:22]. Product: [CH2:25]([CH:20]1[N:19]([C:27]([O:29][CH2:30][C:31]2[CH:36]=[CH:35][CH:34]=[CH:33][CH:32]=2)=[O:28])[CH2:18][CH:15]2[N:14]([CH2:17][CH2:16]2)[C:21]1=[O:22])[CH3:26]. The catalyst class is: 5. (5) Reactant: [F:1][C:2]([F:11])([F:10])[C:3]1[CH:4]=[C:5]([CH:7]=[CH:8][CH:9]=1)[NH2:6].Cl.[N:13]([O-])=O.[Na+].[Br:17][C:18]1[CH:22]=[CH:21][O:20][C:19]=1[C:23](=[O:28])[CH2:24][C:25](=[O:27])[CH3:26].C([O-])(=O)C.[Na+]. Product: [Br:17][C:18]1[CH:22]=[CH:21][O:20][C:19]=1[C:23](=[O:28])[C:24](=[N:13][NH:6][C:5]1[CH:7]=[CH:8][CH:9]=[C:3]([C:2]([F:10])([F:11])[F:1])[CH:4]=1)[C:25](=[O:27])[CH3:26]. The catalyst class is: 72. (6) Reactant: F[C:2]1[CH:7]=[CH:6][C:5]([N+:8]([O-:10])=[O:9])=[CH:4][C:3]=1[C:11]1[O:12][C:13]2[CH:19]=[CH:18][C:17]([C:20]3[CH:25]=[CH:24][CH:23]=[CH:22][CH:21]=3)=[CH:16][C:14]=2[N:15]=1. Product: [N+:8]([C:5]1[CH:6]=[CH:7][C:2]([O:12][CH:13]([CH3:19])[CH3:14])=[C:3]([C:11]2[O:12][C:13]3[CH:19]=[CH:18][C:17]([C:20]4[CH:25]=[CH:24][CH:23]=[CH:22][CH:21]=4)=[CH:16][C:14]=3[N:15]=2)[CH:4]=1)([O-:10])=[O:9]. The catalyst class is: 32.